This data is from Reaction yield outcomes from USPTO patents with 853,638 reactions. The task is: Predict the reaction yield, written as a fraction of the theoretical maximum amount of product (1.0 means a 100% yield; for example, 0.34 means a 34% yield). (1) The reactants are [C:1]([O:5][C:6](=[O:37])[NH:7][C:8]1[CH:13]=[CH:12][CH:11]=[C:10]([C:14]2[CH:19]=[CH:18][C:17]([S:20]([N:23]3[CH2:27][CH2:26][CH2:25][CH:24]3[C:28](C)(C)[O:29][SiH2]C(C)(C)C)(=[O:22])=[O:21])=[CH:16][CH:15]=2)[N:9]=1)([CH3:4])([CH3:3])[CH3:2].CCCC[N+](CCCC)(CCCC)CCCC.[F-]. The catalyst is C(Cl)Cl. The product is [C:1]([O:5][C:6](=[O:37])[NH:7][C:8]1[CH:13]=[CH:12][CH:11]=[C:10]([C:14]2[CH:19]=[CH:18][C:17]([S:20]([N:23]3[CH2:27][CH2:26][CH2:25][CH:24]3[CH2:28][OH:29])(=[O:22])=[O:21])=[CH:16][CH:15]=2)[N:9]=1)([CH3:4])([CH3:2])[CH3:3]. The yield is 0.860. (2) The reactants are [Si]([O:18][CH:19]1[CH2:22][N:21]([C:23]2[S:24][CH:25]=[C:26]([CH2:28][NH:29][C:30]([C:32]3[S:33][CH:34]=[CH:35][CH:36]=3)=[O:31])[N:27]=2)[CH2:20]1)(C(C)(C)C)(C1C=CC=CC=1)C1C=CC=CC=1.[F-].C([N+](CCCC)(CCCC)CCCC)CCC. The yield is 0.470. The product is [OH:18][CH:19]1[CH2:22][N:21]([C:23]2[S:24][CH:25]=[C:26]([CH2:28][NH:29][C:30]([C:32]3[S:33][CH:34]=[CH:35][CH:36]=3)=[O:31])[N:27]=2)[CH2:20]1. The catalyst is O1CCCC1. (3) The reactants are [NH2:1][C:2]1[CH:30]=[CH:29][C:5]([O:6][C:7]2[CH:12]=[CH:11][N:10]=[C:9]3[CH:13]=[C:14]([C:16]4[N:21]=[CH:20][C:19]([CH2:22][N:23]5[CH2:27][CH2:26][CH2:25][C:24]5=[O:28])=[CH:18][CH:17]=4)[S:15][C:8]=23)=[C:4]([F:31])[CH:3]=1.CCN(C(C)C)C(C)C.ClC(Cl)(O[C:45](=[O:51])OC(Cl)(Cl)Cl)Cl.[NH2:53][C:54]1[CH:55]=[C:56]([CH:60]=[CH:61][CH:62]=1)[C:57]([NH2:59])=[O:58]. The catalyst is C1COCC1. The product is [F:31][C:4]1[CH:3]=[C:2]([NH:1][C:45](=[O:51])[NH:53][C:54]2[CH:55]=[C:56]([CH:60]=[CH:61][CH:62]=2)[C:57]([NH2:59])=[O:58])[CH:30]=[CH:29][C:5]=1[O:6][C:7]1[CH:12]=[CH:11][N:10]=[C:9]2[CH:13]=[C:14]([C:16]3[CH:17]=[CH:18][C:19]([CH2:22][N:23]4[CH2:27][CH2:26][CH2:25][C:24]4=[O:28])=[CH:20][N:21]=3)[S:15][C:8]=12. The yield is 0.0700. (4) The reactants are [CH3:1][S:2]([C:5]1[CH:6]=[N:7][C:8]2[C:13]([C:14]=1[C:15]1[CH:20]=[CH:19][CH:18]=[CH:17][CH:16]=1)=[CH:12][C:11]([CH:21]=O)=[CH:10][CH:9]=2)(=[O:4])=[O:3].[S:23]1[CH2:29][C:27](=[O:28])[NH:26][C:24]1=[S:25].C([O-])(=O)C.[Na+]. The catalyst is C(O)(=O)C. The product is [CH3:1][S:2]([C:5]1[CH:6]=[N:7][C:8]2[C:13]([C:14]=1[C:15]1[CH:16]=[CH:17][CH:18]=[CH:19][CH:20]=1)=[CH:12][C:11]([CH:21]=[C:29]1[S:23][C:24](=[S:25])[NH:26][C:27]1=[O:28])=[CH:10][CH:9]=2)(=[O:4])=[O:3]. The yield is 0.760. (5) The catalyst is CS(C)=O. The yield is 0.740. The product is [Cl:19][C:18]1[CH:17]=[CH:16][CH:15]=[C:14]([Cl:40])[C:13]=1[CH2:12][O:3][CH2:2][CH:1]([OH:5])[CH:30]([N+:27]([O-:29])=[O:28])[CH2:31][C:32]([O:34][C:35]([CH3:38])([CH3:37])[CH3:36])=[O:33]. The reactants are [C:1](Cl)(=[O:5])[C:2](Cl)=[O:3].ClCC(O[CH2:12][C:13]1[C:18]([Cl:19])=[CH:17][CH:16]=[CH:15][CH:14]=1)O.C(N(CC)CC)C.[N+:27]([CH2:30][CH2:31][C:32]([O:34][C:35]([CH3:38])([CH3:37])[CH3:36])=[O:33])([O-:29])=[O:28].C(Cl)[Cl:40]. (6) The reactants are Br[C:2]1[C:3]([F:19])=[CH:4][C:5]2[O:11][CH2:10][CH2:9][N:8]3[CH:12]=[C:13]([C:15]([NH2:17])=[O:16])[N:14]=[C:7]3[C:6]=2[CH:18]=1.[OH:20][C:21]([CH3:29])([C:27]#[CH:28])[C:22]([N:24]([CH3:26])[CH3:25])=[O:23]. No catalyst specified. The product is [CH3:25][N:24]([CH3:26])[C:22](=[O:23])[C:21]([OH:20])([CH3:29])[C:27]#[C:28][C:2]1[C:3]([F:19])=[CH:4][C:5]2[O:11][CH2:10][CH2:9][N:8]3[CH:12]=[C:13]([C:15]([NH2:17])=[O:16])[N:14]=[C:7]3[C:6]=2[CH:18]=1. The yield is 0.130. (7) The reactants are [Cl:1][CH2:2][C:3](=[O:9])[CH2:4][C:5]([O:7][CH3:8])=[O:6].C(OCC)(OCC)O[CH2:12][CH3:13].O=P12OP3(OP(OP(O3)(O1)=O)(=O)O2)=O. The catalyst is S(=O)(=O)(O)O.C(Cl)(Cl)Cl. The product is [Cl:1][CH2:2]/[C:3](/[O:9][CH2:12][CH3:13])=[CH:4]\[C:5]([O:7][CH3:8])=[O:6]. The yield is 0.700.